Dataset: Reaction yield outcomes from USPTO patents with 853,638 reactions. Task: Predict the reaction yield, written as a fraction of the theoretical maximum amount of product (1.0 means a 100% yield; for example, 0.34 means a 34% yield). (1) The reactants are [CH:1](O)([C:8]1[CH:13]=[CH:12][CH:11]=[CH:10][CH:9]=1)[C:2]1[CH:7]=[CH:6][CH:5]=[CH:4][CH:3]=1.[C:15]([OH:19])(=[O:18])[CH2:16][SH:17]. No catalyst specified. The product is [CH:1]([S:17][CH2:16][C:15]([OH:19])=[O:18])([C:8]1[CH:13]=[CH:12][CH:11]=[CH:10][CH:9]=1)[C:2]1[CH:7]=[CH:6][CH:5]=[CH:4][CH:3]=1. The yield is 0.990. (2) The reactants are [NH2:1][C:2]1[C:7](Br)=[N:6][C:5]([Br:9])=[CH:4][N:3]=1.Cl.Cl.[NH2:12][CH:13]1[CH2:18][CH2:17][CH2:16][N:15]([CH3:19])[CH2:14]1. No catalyst specified. The product is [Br:9][C:5]1[N:6]=[C:7]([NH:12][CH:13]2[CH2:18][CH2:17][CH2:16][N:15]([CH3:19])[CH2:14]2)[C:2]([NH2:1])=[N:3][CH:4]=1. The yield is 0.250. (3) The reactants are [Cl:1][CH2:2][C:3]1[N:7]=[C:6]([C:8]2[CH:13]=[CH:12][CH:11]=[CH:10][CH:9]=2)[O:5][N:4]=1.[CH3:14][NH:15][C:16]([C:18]1[CH:19]=[C:20]([NH:24][CH:25]([C:37]2[CH:42]=[CH:41][CH:40]=[CH:39][CH:38]=2)[C:26]([O:28][C@@H:29]2[CH:34]3[CH2:35][CH2:36][N:31]([CH2:32][CH2:33]3)[CH2:30]2)=[O:27])[CH:21]=[CH:22][CH:23]=1)=[O:17]. The catalyst is C(OCC)(=O)C.C(#N)C. The product is [Cl-:1].[CH3:14][NH:15][C:16]([C:18]1[CH:19]=[C:20]([NH:24][CH:25]([C:37]2[CH:42]=[CH:41][CH:40]=[CH:39][CH:38]=2)[C:26]([O:28][C@@H:29]2[CH:34]3[CH2:35][CH2:36][N+:31]([CH2:2][C:3]4[N:7]=[C:6]([C:8]5[CH:13]=[CH:12][CH:11]=[CH:10][CH:9]=5)[O:5][N:4]=4)([CH2:32][CH2:33]3)[CH2:30]2)=[O:27])[CH:21]=[CH:22][CH:23]=1)=[O:17]. The yield is 0.150. (4) The reactants are Br[CH:2]([C:7]1[CH:12]=[CH:11][C:10]([Br:13])=[CH:9][C:8]=1[F:14])[C:3]([NH:5][CH3:6])=[O:4].C(=O)([O-])[O-].[K+].[K+].Cl.[CH:22]1([N:25]2[CH2:30][C:29]3([CH2:35][CH2:34][NH:33][CH2:32][CH2:31]3)[O:28][CH2:27][C:26]2=[O:36])[CH2:24][CH2:23]1. The catalyst is CN(C)C=O.O. The product is [Br:13][C:10]1[CH:11]=[CH:12][C:7]([CH:2]([N:33]2[CH2:34][CH2:35][C:29]3([O:28][CH2:27][C:26](=[O:36])[N:25]([CH:22]4[CH2:23][CH2:24]4)[CH2:30]3)[CH2:31][CH2:32]2)[C:3]([NH:5][CH3:6])=[O:4])=[C:8]([F:14])[CH:9]=1. The yield is 0.630. (5) The reactants are [CH3:1][S:2][C:3]1[CH:8]=[CH:7][CH:6]=[CH:5][C:4]=1[C:9]([F:12])([F:11])[F:10].[Br:13]Br.[Cl-].[Al+3].[Cl-].[Cl-].S([O-])([O-])(=O)=S.[Na+].[Na+]. The catalyst is [Fe].C(OCC)(=O)C.O.ClCCl. The product is [Br:13][C:6]1[CH:7]=[CH:8][C:3]([S:2][CH3:1])=[C:4]([C:9]([F:10])([F:11])[F:12])[CH:5]=1. The yield is 0.830. (6) The reactants are CC1(C)CCCC(C)(C)N1.C([Li])CCC.[C:16]([Si:20]([O:23][C:24]1[C:29]([F:30])=[CH:28][CH:27]=[CH:26][C:25]=1[CH:31]1[CH2:36][CH2:35][CH2:34][CH2:33][CH2:32]1)([CH3:22])[CH3:21])([CH3:19])([CH3:18])[CH3:17].[B:37](OC(C)C)([O:42]C(C)C)[O:38]C(C)C. The catalyst is C1COCC1. The product is [Si:20]([O:23][C:24]1[C:29]([F:30])=[C:28]([B:37]([OH:42])[OH:38])[CH:27]=[CH:26][C:25]=1[CH:31]1[CH2:36][CH2:35][CH2:34][CH2:33][CH2:32]1)([C:16]([CH3:19])([CH3:17])[CH3:18])([CH3:22])[CH3:21]. The yield is 1.01.